The task is: Predict the product of the given reaction.. This data is from Forward reaction prediction with 1.9M reactions from USPTO patents (1976-2016). Given the reactants [OH:1][C:2]1[CH:7]=[CH:6][C:5]([CH2:8][C:9]([O-:11])=[O:10])=[CH:4][CH:3]=1.Br[C:13]1[N:18]=[CH:17][C:16]([CH:19]=[O:20])=[CH:15][CH:14]=1.[C:21]([O-])([O-])=O.[K+].[K+], predict the reaction product. The product is: [CH3:21][O:10][C:9](=[O:11])[CH2:8][C:5]1[CH:4]=[CH:3][C:2]([O:1][C:13]2[CH:14]=[CH:15][C:16]([CH:19]=[O:20])=[CH:17][N:18]=2)=[CH:7][CH:6]=1.